This data is from Human Reference Interactome with 51,813 positive PPI pairs across 8,248 proteins, plus equal number of experimentally-validated negative pairs. The task is: Binary Classification. Given two protein amino acid sequences, predict whether they physically interact or not. (1) Protein 1 (ENSG00000137726) has sequence MELVLVFLCSLLAPMVLASAAEKEKEMDPFHYDYQTLRIGGLVFAVVLFSVGILLILSRRCKCSFNQKPRAPGDEEAQVENLITANATEPQKAEN*MELVLVFLCSLLAPMVLASAEKEKEMDPFHYDYQTLRIGGLVFAVVLFSVGILLILSRRCKCSFNQKPRAPGDEEAQQQSPRKQRTEVQPSGGSLWNLRRLLEPLDANVDA*MELVLVFLCSLLAPMVLASAAEKEKEMDPFHYDYQTLRIGGLVFAVVLFSVGILLILSRRCKCSFNQKPRAPGDEEAQVENLITANGNCP*M.... Protein 2 (ENSG00000179115) has sequence MADGQVAELLLRRLEASDGGLDSAELAAELGMEHQAVVGAVKSLQALGEVIEAELRSTKHWELTAEGEEIAREGSHEARVFRSIPPEGLAQSELMRLPSGKVGFSKAMSNKWIRVDKSAADGPRVFRVVDSMEDEVQRRLQLVRGGQAEKLGEKERSELRKRKLLAEVTLKTYWVSKGSAFSTSISKQETELSPEMISSGSWRDRPFKPYNFLAHGVLPDSGHLHPLLKVRSQFRQIFLEMGFTEMPTDNFIESSFWNFDALFQPQQHPARDQHDTFFLRDPAEALQLPMDYVQRVKRTH.... Result: 0 (the proteins do not interact). (2) Protein 1 (ENSG00000134046) has sequence MRAHPGGGRCCPEQEEGESAAGGSGAGGDSAIEQGGQGSALAPSPVSGVRREGARGGGRGRGRWKQAGRGGGVCGRGRGRGRGRGRGRGRGRGRGRPPSGGSGLGGDGGGCGGGGSGGGGAPRREPVPFPSGSAGPGPRGPRATESGKRMDCPALPPGWKKEEVIRKSGLSAGKSDVYYFSPSGKKFRSKPQLARYLGNTVDLSSFDFRTGKMMPSKLQKNKQRLRNDPLNQNKGKPDLNTTLPIRQTASIFKQPVTKVTNHPSNKVKSDPQRMNEQPRQLFWEKRLQGLSASDVTEQII.... Protein 2 (ENSG00000167491) has sequence MTEEACRTRSQKRALERDPTEDDVESKKIKMERGLLASDLNTDGDMRVTPEPGAGPTQGLLRATEATAMAMGRGEGLVGDGPVDMRTSHSDMKSERRPPSPDVIVLSDNEQPSSPRVNGLTTVALKETSTEALMKSSPEERERMIKQLKEELRLEEAKLVLLKKLRQSQIQKEATAQKPTGSVGSTVTTPPPLVRGTQNIPAGKPSLQTSSARMPGSVIPPPLVRGGQQASSKLGPQASSQVVMPPLVRGAQQIHSIRQHSSTGPPPLLLAPRASVPSVQIQGQRIIQQGLIRVANVPNT.... Result: 1 (the proteins interact). (3) Protein 1 (ENSG00000120149) has sequence MASPSKGNDLFSPDEEGPAVVAGPGPGPGGAEGAAEERRVKVSSLPFSVEALMSDKKPPKEASPLPAESASAGATLRPLLLSGHGAREAHSPGPLVKPFETASVKSENSEDGAAWMQEPGRYSPPPRHMSPTTCTLRKHKTNRKPRTPFTTSQLLALERKFRQKQYLSIAERAEFSSSLNLTETQVKIWFQNRRAKAKRLQEAELEKLKMAAKPMLPSSFSLPFPISSPLQAASIYGASYPFHRPVLPIPPVGLYATPVGYGMYHLS*MASPSKGNDLFSPDEEGPAVVAGPGPGPGGAE.... Protein 2 (ENSG00000149658) has sequence MSATSVDTQRTKGQDNKVQNGSLHQKDTVHDNDFEPYLTGQSNQSNSYPSMSDPYLSSYYPPSIGFPYSLNEAPWSTAGDPPIPYLTTYGQLSNGDHHFMHDAVFGQPGGLGNNIYQHRFNFFPENPAFSAWGTSGSQGQQTQSSAYGSSYTYPPSSLGGTVVDGQPGFHSDTLSKAPGMNSLEQGMVGLKIGDVSSSAVKTVGSVVSSVALTGVLSGNGGTNVNMPVSKPTSWAAIASKPAKPQPKMKTKSGPVMGGGLPPPPIKHNMDIGTWDNKGPVPKAPVPQQAPSPQAAPQPQQ.... Result: 1 (the proteins interact). (4) Protein 1 (ENSG00000278023) has sequence MAELVPFAVPIESDKTLLVWELSSGPTAEALHHSLFTAFSQFGLLYSVRVFPNAAVAHPGFYAVIKFYSARAAHRAQKACDRKQLFQKSPVKVRLGTRHKAVQHQALALNSSKCQELANYYFGFNGCSKRIIKKVVK*MHLLVPPPQHSLFTAFSQFGLLYSVRVFPNAAVAHPGFYAVIKFYSARAAHRAQKACDRKQLFQKSPVKVRLGTRHKAVQHQALALNSSKCQELANYYFGFNGCSKRIIKLQELSDLEERENEDSMVPLPKQSLKFFCALEVVLPSCDCRSPGIGLVEEPMD.... Protein 2 (ENSG00000177700) has sequence MIIPVRCFTCGKIVGNKWEAYLGLLQAEYTEGDALDALGLKRYCCRRMLLAHVDLIEKLLNYAPLEK*. Result: 0 (the proteins do not interact). (5) Protein 1 (ENSG00000110172) has sequence MALLCYNRGCGQRFDPETNSDDACTYHPGVPVFHDALKGWSCCKRRTTDFSDFLSIVGCTKGRHNSEKPPEPVKPEVKTTEKKELCELKPKFQEHIIQAPKPVEAIKRPSPDEPMTNLELKISASLKQALDKLKLSSGNEENKKEEDNDEIKIGTSCKNGGCSKTYQGLESLEEVCVYHSGVPIFHEGMKYWSCCRRKTSDFNTFLAQEGCTKGKHMWTKKDAGKKVVPCRHDWHQTGGEVTISVYAKNSLPELSRVEANSTLLNVHIVFEGEKEFDQNVKLWGVIDVKRSYVTMTATKI.... Protein 2 (ENSG00000168566) has sequence MEGEPPPVEERRRLQEELNEFVESGCRTLEEVTASLGWDLDSLDPGEEEAAEDEVVICPYDSNHHMPKSSLAKHMASCRLRKMGYTKEEEDEMYNPEFFYENVKIPSITLNKDSQFQIIKQARTAVGKDSDCYNQRIYSSLPVEVPLNHKRFVCDLTQADRLALYDFVVEETKKKRSDSQIIENDSDLFVDLAAKINQDNSRKSPKSYLEILAEVRDYKRRRQSYRAKNVHITKKSYTEVIRDVINVHMEELSNHWQEEQEKAEDDAEKNEERRSASVDSRQSGGSYLDAECSRHRRDRS.... Result: 0 (the proteins do not interact). (6) Protein 1 (ENSG00000170100) has sequence MLENYENLASVGHHLFQPSVIYWLEQEEELRAGRRAVLQEWRLKTKGPALRQDRSWFRASNETQTARSHNGGQLCDRTQCGEAFSEHSGLSTHVRTQNTGDSCVSNHYERDFFIPCQKTLFKIGEQFSVLGQCGKAFSSTPNVVSQQACTRDRSLDYSSCGEVFLNQSYLQARAGSHNGEETWKWKPCGKALTHSMGCATPVEMHAVRNPHVCRECGKAFRYTAYLTGRVQVHPGEKPCELEECGKASPVSSSLTQHVRIHAAEKPCECKECGKAFTGLSGLSKHVQTDPGQKPYECKDC.... Protein 2 (ENSG00000053501) has sequence MAASRLELNLVRLLSRCEAMAAEKRDPDEWRLEKYVGALEDMLQALKVHASKPASEVINEYSWKVDFLKGMLQAEKLTSSSEKALANQFLAPGRVPTTARERVPATKTVHLQSRARYTSEMRSELLGTDSAEPEMDVRKRTGVAGSQPVSEKQLAAELDLVLQRHQNLQEKLAEEMLGLARSLKTNTLAAQSVIKKDNQTLSHSLKMADQNLEKLKTESERLEQHTQKSVNWLLWAMLIIVCFIFISMILFIRIMPKLK*MAASRLELNLVRLLSRCEAMAAEKRDPDEWRLEKYVGALE.... Result: 0 (the proteins do not interact). (7) Protein 1 (ENSG00000111305) has sequence MAKMELSKAFSGQRTLLSAILSMLSLSFSTTSLLSNYWFVGTQKVPKPLCEKGLAAKCFDMPVSLDGDTNTSTQEVVQYNWETGDDRFSFRSFRSGMWLSCEETVEEPGERCRSFIELTPPAKREILWLSLGTQITYIGLQFISFLLLLTDLLLTGNPACGLKLSAFAAVSSVLSGLLGMVAHMMYSQVFQATVNLGPEDWRPHVWNYGWAFYMAWLSFTCCMASAVTTFNTYTRMVLEFKCKHSKSFKENPNCLPHHHQCFPRRLSSAAPTVGPLTSYHQYHNQPIHSVSEGVDFYSEL.... Protein 2 (ENSG00000129195) has sequence MASRWQNMGTSVRRRSLQHQEQLEDSKELQPVVSHQETSVGALGSLCRQFQRRLPLRAVNLNLRAGPSWKRLETPEPGQQGLQAAARSAKSALGAVSQRIQESCQSGTKWLVETQVKARRRKRGAQKGSGSPTHSLSQKSTRLSGAAPAHSAADPWEKEHHRLSVRMGSHAHPLRRSRREAAFRSPYSSTEPLCSPSESDSDLEPVGAGIQHLQKLSQELDEAIMAEERKQALSDRQGFILKDVYASP*MASRWQNMGTSVRRRSLQHQEQLEDSKELQPVVSHQETSVGALGSLCRQFQ.... Result: 0 (the proteins do not interact). (8) Protein 1 (ENSG00000213780) has sequence MESTPSRGLNRVHLQCRNLQEFLGGLSPGVLDRLYGHPATCLAVFRELPSLAKNWVMRMLFLEQPLPQAAVALWVKKEFSKAQEESTGLLSGLRIWHTQLLPGGLQGLILNPIFRQNLRIALLGGGKAWSDDTSQLGPDKHARDVPSLDKYAEERWEVVLHFMVGSPSAAVSQDLAQLLSQAGLMKSTEPGEPPCITSAGFQFLLLDTPAQLWYFMLQYLQTAQSRGMDLVEILSFLFQLSFSTLGKDYSVEGMSDSLLNFLQHLREFGLVFQRKRKSRRYYPTRLAINLSSGVSGAGGT.... Protein 2 (ENSG00000272047) has sequence MVNVLKGVLIECDPAMKQFLLYLDESNALGKKFIIQDIDDTHVFVIAELVNVLQERVGELMDQNAFSLTQK*MVNVLKGVLIEWLECNGVISAHYTPHLLGSSDSPSSAS*. Result: 1 (the proteins interact). (9) Protein 1 (ENSG00000142632) has sequence MDCGPPATLQPHLTGPPGTAHHPVAVCQQESLSFAELPALKPPSPVCLDLFPVAPEELRAPGSRWSLGTPAPLQGLLWPLSPGGSDTEITSGGMRPSRAGSWPHCPGAQPPALEGPWSPRHTQPQRRASHGSEKKSAWRKMRVYQREEVPGCPEAHAVFLEPGQVVQEQALSTEEPRVELSGSTRVSLEGPERRRFSASELMTRLHSSLRLGRNSAARALISGSGTGAAREGKASGMEARSVEMSGDRVSRPAPGDSREGDWSEPRLDTQEEPPLGSRSTNERRQSRFLLNSVLYQEYSD.... Protein 2 (ENSG00000278570) has sequence METRPTALMSSTVAAAAPAAGAASRKESPGRWGLGEDPTGVSPSLQCRVCGDSSSGKHYGIYACNGCSGFFKRSVRRRLIYRCQVGAGMCPVDKAHRNQCQACRLKKCLQAGMNQDAVQNERQPRSTAQVHLDSMESNTESRPESLVAPPAPAGRSPRGPTPMSAARALGHHFMASLITAETCAKLEPEDADENIDVTSNDPEFPSSPYSSSSPCGLDSIHETSARLLFMAVKWAKNLPVFSSLPFRDQVILLEEAWSELFLLGAIQWSLPLDSCPLLAPPEASAAGGAQGRLTLASMET.... Result: 0 (the proteins do not interact).